From a dataset of Reaction yield outcomes from USPTO patents with 853,638 reactions. Predict the reaction yield, written as a fraction of the theoretical maximum amount of product (1.0 means a 100% yield; for example, 0.34 means a 34% yield). The reactants are ON1[C:6]2[CH:7]=[CH:8][CH:9]=C[C:5]=2[N:4]=N1.C(N(CC)CC)C.[C:18]([O:22][C:23]([NH:25][C@H:26]([C:33]([OH:35])=O)[CH2:27][C:28]1[N:29]=[CH:30][S:31][CH:32]=1)=[O:24])([CH3:21])([CH3:20])[CH3:19]. The catalyst is O1CCCC1. The product is [C:18]([O:22][C:23]([NH:25][C@H:26]([C:33]([N:4]1[CH2:5][CH2:6][CH2:7][C@H:8]1[CH3:9])=[O:35])[CH2:27][C:28]1[N:29]=[CH:30][S:31][CH:32]=1)=[O:24])([CH3:19])([CH3:20])[CH3:21]. The yield is 1.00.